From a dataset of Forward reaction prediction with 1.9M reactions from USPTO patents (1976-2016). Predict the product of the given reaction. (1) Given the reactants C[O:2][C:3]([C:5]1[CH:32]=[CH:31][C:8]2[N:9]([CH2:29][CH3:30])[C:10]([NH:12][C:13]3[S:14][C:15]4[CH:21]=[C:20]([O:22][C:23]5[CH:24]=[N:25][CH:26]=[CH:27][CH:28]=5)[CH:19]=[CH:18][C:16]=4[N:17]=3)=[N:11][C:7]=2[CH:6]=1)=[O:4].[OH-].[Na+].CO, predict the reaction product. The product is: [CH2:29]([N:9]1[C:8]2[CH:31]=[CH:32][C:5]([C:3]([OH:4])=[O:2])=[CH:6][C:7]=2[N:11]=[C:10]1[NH:12][C:13]1[S:14][C:15]2[CH:21]=[C:20]([O:22][C:23]3[CH:24]=[N:25][CH:26]=[CH:27][CH:28]=3)[CH:19]=[CH:18][C:16]=2[N:17]=1)[CH3:30]. (2) Given the reactants [OH-].[Li+].C[O:4][C:5]([C:7]1[N:8]=[C:9]([CH2:15][CH:16]([C:23]2[CH:28]=[CH:27][CH:26]=[CH:25][CH:24]=2)[C:17]2[CH:22]=[CH:21][CH:20]=[CH:19][CH:18]=2)[NH:10][C:11](=[O:14])[C:12]=1[OH:13])=[O:6], predict the reaction product. The product is: [C:23]1([CH:16]([C:17]2[CH:22]=[CH:21][CH:20]=[CH:19][CH:18]=2)[CH2:15][C:9]2[NH:10][C:11](=[O:14])[C:12]([OH:13])=[C:7]([C:5]([OH:6])=[O:4])[N:8]=2)[CH:24]=[CH:25][CH:26]=[CH:27][CH:28]=1. (3) The product is: [Cl:1][C:2]1[CH:3]=[C:4]([C:9]2([C:22]([F:23])([F:25])[F:24])[O:13][N:12]=[C:11]([C:14]3[CH:15]=[CH:16][C:17]([CH3:21])=[C:18]([NH:19][C:29](=[O:30])[C:28]4[CH:32]=[CH:33][CH:34]=[N:35][C:27]=4[Cl:26])[CH:20]=3)[CH2:10]2)[CH:5]=[C:6]([Cl:8])[CH:7]=1. Given the reactants [Cl:1][C:2]1[CH:3]=[C:4]([C:9]2([C:22]([F:25])([F:24])[F:23])[O:13][N:12]=[C:11]([C:14]3[CH:15]=[CH:16][C:17]([CH3:21])=[C:18]([CH:20]=3)[NH2:19])[CH2:10]2)[CH:5]=[C:6]([Cl:8])[CH:7]=1.[Cl:26][C:27]1[N:35]=[CH:34][CH:33]=[CH:32][C:28]=1[C:29](O)=[O:30].Cl.C(N(CC)CCCN=C=NCC)C.C(=O)([O-])O.[Na+], predict the reaction product. (4) Given the reactants [OH:1][CH:2]([C:7]([O:9][CH3:10])=[O:8])[CH2:3][C:4](O)=[O:5], predict the reaction product. The product is: [OH:1][CH:2]([CH2:3][CH2:4][OH:5])[C:7]([O:9][CH3:10])=[O:8]. (5) Given the reactants Cl.[NH:2]([C:4]1[CH:12]=[CH:11][C:7]([C:8]([OH:10])=[O:9])=[CH:6][CH:5]=1)[NH2:3].[C:13]([CH2:15][C:16]([C:18]1[CH:27]=[CH:26][C:21]([C:22]([O:24][CH3:25])=[O:23])=[CH:20][CH:19]=1)=O)#[N:14], predict the reaction product. The product is: [NH2:14][C:13]1[N:2]([C:4]2[CH:5]=[CH:6][C:7]([C:8]([OH:10])=[O:9])=[CH:11][CH:12]=2)[N:3]=[C:16]([C:18]2[CH:27]=[CH:26][C:21]([C:22]([O:24][CH3:25])=[O:23])=[CH:20][CH:19]=2)[CH:15]=1. (6) Given the reactants [Cl:1][C:2]1[N:7]=[C:6]2[CH:8]=[C:9]([CH2:20]O)[N:10]([S:11]([C:14]3[CH:19]=[CH:18][CH:17]=[CH:16][CH:15]=3)(=[O:13])=[O:12])[C:5]2=[CH:4][CH:3]=1.S(Cl)([Cl:24])=O, predict the reaction product. The product is: [Cl:1][C:2]1[N:7]=[C:6]2[CH:8]=[C:9]([CH2:20][Cl:24])[N:10]([S:11]([C:14]3[CH:19]=[CH:18][CH:17]=[CH:16][CH:15]=3)(=[O:13])=[O:12])[C:5]2=[CH:4][CH:3]=1.